From a dataset of Forward reaction prediction with 1.9M reactions from USPTO patents (1976-2016). Predict the product of the given reaction. (1) The product is: [CH2:1]([O:3][C:4](=[O:30])[C:5]([NH:22][C:23]([O:25][C:26]([CH3:29])([CH3:27])[CH3:28])=[O:24])([CH2:19][CH2:20][N:31]1[CH2:35][CH2:34][CH2:33][CH2:32]1)[CH2:6][CH2:7][CH2:8][CH2:9][B:10]1[O:14][C:13]([CH3:15])([CH3:16])[C:12]([CH3:18])([CH3:17])[O:11]1)[CH3:2]. Given the reactants [CH2:1]([O:3][C:4](=[O:30])[C:5]([NH:22][C:23]([O:25][C:26]([CH3:29])([CH3:28])[CH3:27])=[O:24])([CH2:19][CH:20]=O)[CH2:6][CH2:7][CH2:8][CH2:9][B:10]1[O:14][C:13]([CH3:16])([CH3:15])[C:12]([CH3:18])([CH3:17])[O:11]1)[CH3:2].[NH:31]1[CH2:35][CH2:34][CH2:33][CH2:32]1.C(O[BH-](OC(=O)C)OC(=O)C)(=O)C.[Na+], predict the reaction product. (2) Given the reactants [F:1][C:2]1[CH:7]=[CH:6][C:5]([C:8]2[CH:9]=[CH:10][C:11]3[N:12]([C:14]([S:17][C:18]4[CH:23]=[CH:22][C:21]([NH:24]C(=O)C)=[CH:20][CH:19]=4)=[CH:15][N:16]=3)[CH:13]=2)=[CH:4][CH:3]=1.Cl.C(=O)([O-])O.[Na+], predict the reaction product. The product is: [F:1][C:2]1[CH:3]=[CH:4][C:5]([C:8]2[CH:9]=[CH:10][C:11]3[N:12]([C:14]([S:17][C:18]4[CH:23]=[CH:22][C:21]([NH2:24])=[CH:20][CH:19]=4)=[CH:15][N:16]=3)[CH:13]=2)=[CH:6][CH:7]=1. (3) Given the reactants Br[C:2]1[CH:19]=[C:18]([C:20]([CH3:23])([CH3:22])[CH3:21])[C:17]([O:24][CH3:25])=[CH:16][C:3]=1[CH2:4][N:5]1[C:9]2[CH:10]=[CH:11][CH:12]=[CH:13][C:8]=2[N:7]([CH3:14])[C:6]1=[O:15].[CH2:26]([O:33][C:34]1[C:39](B(O)O)=[CH:38][CH:37]=[CH:36][N:35]=1)[C:27]1[CH:32]=[CH:31][CH:30]=[CH:29][CH:28]=1.C([O-])([O-])=O.[Na+].[Na+], predict the reaction product. The product is: [CH2:26]([O:33][C:34]1[C:39]([C:2]2[CH:19]=[C:18]([C:20]([CH3:23])([CH3:22])[CH3:21])[C:17]([O:24][CH3:25])=[CH:16][C:3]=2[CH2:4][N:5]2[C:9]3[CH:10]=[CH:11][CH:12]=[CH:13][C:8]=3[N:7]([CH3:14])[C:6]2=[O:15])=[CH:38][CH:37]=[CH:36][N:35]=1)[C:27]1[CH:28]=[CH:29][CH:30]=[CH:31][CH:32]=1. (4) Given the reactants ONC(C1([NH:11][S:12]([C:15]2[CH:20]=[CH:19][C:18]([O:21][C:22]3[CH:27]=[CH:26][C:25]([Cl:28])=[CH:24][CH:23]=3)=[CH:17][CH:16]=2)(=[O:14])=[O:13])CCCOC1)=O.ONC([C@H]1[C@@](O)(C)CCCN1S(C1C=CC(OCC2C=CC(F)=CC=2C)=CC=1)(=O)=O)=O.FC1C=CC(OC2C=CC(S(N(C(C(=O)NO)(C)C)CCC(O)=O)(=O)=O)=CC=2)=CC=1.FC1C=CC(OC2C=CC(S(N([C:111]3([C:117](=[O:120])[NH:118][OH:119])[CH2:116][CH2:115][O:114][CH2:113][CH2:112]3)CCC(O)=O)(=O)=O)=CC=2)=CC=1, predict the reaction product. The product is: [OH:119][NH:118][C:117]([C:111]1([NH:11][S:12]([C:15]2[CH:16]=[CH:17][C:18]([O:21][C:22]3[CH:27]=[CH:26][C:25]([Cl:28])=[CH:24][CH:23]=3)=[CH:19][CH:20]=2)(=[O:14])=[O:13])[CH2:116][CH2:115][O:114][CH2:113][CH2:112]1)=[O:120].